From a dataset of Forward reaction prediction with 1.9M reactions from USPTO patents (1976-2016). Predict the product of the given reaction. (1) Given the reactants [Cl:1][C:2]1[CH:3]=[C:4]([NH:9][NH2:10])[CH:5]=[CH:6][C:7]=1[Cl:8].Cl.[C:12]1(NN)[CH:17]=CC=[CH:14][CH:13]=1, predict the reaction product. The product is: [Cl:1][C:2]1[CH:3]=[C:4]([N:9]2[CH:17]=[CH:12][C:13]([CH3:14])=[N:10]2)[CH:5]=[CH:6][C:7]=1[Cl:8]. (2) Given the reactants [OH:1][C:2]1[CH:3]=[C:4]([CH:9]=[CH:10][C:11]([OH:13])=[O:12])[CH:5]=[CH:6][C:7]=1[OH:8].S(Cl)(Cl)=O.[CH2:18](O)[CH2:19][CH3:20], predict the reaction product. The product is: [CH2:18]([O:12][C:11](=[O:13])[CH:10]=[CH:9][C:4]1[CH:5]=[CH:6][C:7]([OH:8])=[C:2]([OH:1])[CH:3]=1)[CH2:19][CH3:20]. (3) Given the reactants [NH:1]([C:10]([O:12][C:13]([CH3:16])([CH3:15])[CH3:14])=[O:11])[C@@H:2]([C:7]([OH:9])=O)[CH2:3][CH:4]([CH3:6])[CH3:5].[C:17]([O:21][CH2:22][CH:23]1[C:35]2[CH:34]=[CH:33][CH:32]=[CH:31][C:30]=2[C:29]2[C:24]1=[CH:25][CH:26]=[CH:27][CH:28]=2)(=[O:20])[NH:18][NH2:19].C1C=NC2N(O)N=NC=2C=1.N1C(C)=CC(C)=CC=1C.CC(C)N=C=NC(C)C, predict the reaction product. The product is: [C:13]([O:12][C:10]([NH:1][C@H:2]([CH2:3][CH:4]([CH3:5])[CH3:6])[C:7]([NH:19][NH:18][C:17]([O:21][CH2:22][CH:23]1[C:24]2[CH:25]=[CH:26][CH:27]=[CH:28][C:29]=2[C:30]2[C:35]1=[CH:34][CH:33]=[CH:32][CH:31]=2)=[O:20])=[O:9])=[O:11])([CH3:16])([CH3:15])[CH3:14].